Predict the product of the given reaction. From a dataset of Forward reaction prediction with 1.9M reactions from USPTO patents (1976-2016). (1) Given the reactants [CH2:1]([N:3]1[C:11]2[C:6](=[CH:7][C:8]([CH3:12])=[CH:9][CH:10]=2)[C:5](=O)[C:4]1=[O:14])[CH3:2].O.NN.Cl, predict the reaction product. The product is: [CH2:1]([N:3]1[C:11]2[C:6](=[CH:7][C:8]([CH3:12])=[CH:9][CH:10]=2)[CH2:5][C:4]1=[O:14])[CH3:2]. (2) Given the reactants [C:1]1([CH:8]=[CH:7][CH:6]=[C:4]([OH:5])[CH:3]=1)[OH:2].[OH-:9].[Na+].[C:11](Cl)(=[O:19])[CH2:12][CH2:13][CH2:14][CH2:15][C:16](Cl)=[O:17].[OH2:21], predict the reaction product. The product is: [C:11]([O:19][C:1]1[CH:8]=[CH:7][CH:6]=[C:4]([OH:21])[CH:3]=1)(=[O:9])[CH2:12][CH2:13][CH2:14][CH2:15][C:16]([O:2][C:1]1[CH:8]=[CH:7][CH:6]=[C:4]([OH:5])[CH:3]=1)=[O:17]. (3) Given the reactants [C:1]1([C:7]2[N:12]=[C:11]([N:13]3[CH2:18][CH2:17][CH:16]([OH:19])[CH2:15][CH2:14]3)[CH:10]=[C:9]([C:20]3[CH:25]=[CH:24][CH:23]=[CH:22][CH:21]=3)[N:8]=2)[CH:6]=[CH:5][CH:4]=[CH:3][CH:2]=1.[C:26]1(=[O:36])[O:31][C:29](=[O:30])[C:28]2=[CH:32][CH:33]=[CH:34][CH:35]=[C:27]12, predict the reaction product. The product is: [C:1]1([C:7]2[N:12]=[C:11]([N:13]3[CH2:14][CH2:15][CH:16]([O:19][C:26](=[O:36])[C:27]4[C:28](=[CH:32][CH:33]=[CH:34][CH:35]=4)[C:29]([OH:31])=[O:30])[CH2:17][CH2:18]3)[CH:10]=[C:9]([C:20]3[CH:25]=[CH:24][CH:23]=[CH:22][CH:21]=3)[N:8]=2)[CH:2]=[CH:3][CH:4]=[CH:5][CH:6]=1. (4) Given the reactants [Br:1][C:2]1[CH:3]=[CH:4][CH:5]=[C:6]2[C:10]=1[NH:9][C:8]([C:11]([O:13][CH2:14][CH3:15])=[O:12])=[C:7]2[CH2:16][CH2:17][C:18](OCC)=[O:19].B, predict the reaction product. The product is: [Br:1][C:2]1[CH:3]=[CH:4][CH:5]=[C:6]2[C:10]=1[NH:9][C:8]([C:11]([O:13][CH2:14][CH3:15])=[O:12])=[C:7]2[CH2:16][CH2:17][CH2:18][OH:19]. (5) Given the reactants C[O:2][CH:3](OC)[CH2:4][N:5]1[CH2:10][C@@H:9]2[CH2:11][C@H:6]1[CH2:7][O:8]2.[ClH:14], predict the reaction product. The product is: [ClH:14].[C@H:9]12[CH2:11][C@H:6]([N:5]([CH2:4][CH:3]=[O:2])[CH2:10]1)[CH2:7][O:8]2. (6) Given the reactants Br[CH2:2][C@H:3]1[C@@H:13]2[C@H:4]1[C:5](=[O:16])[O:6][C:7]1[C:8]([F:15])=[CH:9][CH:10]=[C:11]([F:14])[C:12]=12.[OH-:17].[Na+], predict the reaction product. The product is: [F:15][C:8]1[C:7]2[O:17][CH2:2][C@H:3]3[C@@H:4]([C:5]([OH:16])=[O:6])[C@H:13]3[C:12]=2[C:11]([F:14])=[CH:10][CH:9]=1.